From a dataset of Full USPTO retrosynthesis dataset with 1.9M reactions from patents (1976-2016). Predict the reactants needed to synthesize the given product. (1) Given the product [O:7]([C:8]1[CH:13]=[CH:12][C:11]([N:45]2[C:46]3[C:42](=[C:41]([O:40][CH2:33][C:34]4[CH:35]=[CH:36][CH:37]=[CH:38][CH:39]=4)[CH:49]=[CH:48][CH:47]=3)[CH:43]=[CH:44]2)=[CH:10][C:9]=1[Cl:15])[C@H:6]1[O:16][C@H:17]([CH2:28][OH:29])[C@@H:18]([OH:24])[C@H:19]([OH:20])[C@@H:5]1[OH:4], predict the reactants needed to synthesize it. The reactants are: C([O:4][C@H:5]1[C@@H:19]([O:20]C(=O)C)[C@H:18]([O:24]C(=O)C)[C@@H:17]([CH2:28][O:29]C(=O)C)[O:16][C@@H:6]1[O:7][C:8]1[CH:13]=[CH:12][C:11](I)=[CH:10][C:9]=1[Cl:15])(=O)C.[CH2:33]([O:40][C:41]1[CH:49]=[CH:48][CH:47]=[C:46]2[C:42]=1[CH:43]=[CH:44][NH:45]2)[C:34]1[CH:39]=[CH:38][CH:37]=[CH:36][CH:35]=1. (2) Given the product [CH3:1][C:2]1[CH:7]=[CH:6][C:5]([C:8]2[O:9][C:10]([CH3:13])=[N:11][N:12]=2)=[CH:4][C:3]=1[C:14]1[CH:19]=[CH:18][C:17]([C:20]([NH:35][CH2:34][C:33]2[CH:36]=[CH:37][C:30]([O:23][C:24]3[CH:25]=[CH:26][CH:27]=[CH:28][CH:29]=3)=[CH:31][CH:32]=2)=[O:21])=[CH:16][CH:15]=1, predict the reactants needed to synthesize it. The reactants are: [CH3:1][C:2]1[CH:7]=[CH:6][C:5]([C:8]2[O:9][C:10]([CH3:13])=[N:11][N:12]=2)=[CH:4][C:3]=1[C:14]1[CH:19]=[CH:18][C:17]([C:20](O)=[O:21])=[CH:16][CH:15]=1.[O:23]([C:30]1[CH:37]=[CH:36][C:33]([CH2:34][NH2:35])=[CH:32][CH:31]=1)[C:24]1[CH:29]=[CH:28][CH:27]=[CH:26][CH:25]=1. (3) Given the product [CH2:14]([S:11]([C:10]1[CH:9]=[CH:8][C:5]([C:6]#[N:7])=[CH:4][C:3]=1[CH2:2][N:24]1[CH:23]=[CH:22][C:21]2[C:26](=[CH:27][C:18]([C:17]([F:30])([F:29])[F:16])=[CH:19][CH:20]=2)[C:25]1=[O:28])(=[O:13])=[O:12])[CH3:15], predict the reactants needed to synthesize it. The reactants are: Br[CH2:2][C:3]1[CH:4]=[C:5]([CH:8]=[CH:9][C:10]=1[S:11]([CH2:14][CH3:15])(=[O:13])=[O:12])[C:6]#[N:7].[F:16][C:17]([F:30])([F:29])[C:18]1[CH:27]=[C:26]2[C:21]([CH:22]=[CH:23][NH:24][C:25]2=[O:28])=[CH:20][CH:19]=1. (4) Given the product [CH3:30][N:31]1[CH2:36][CH2:35][N:34]([C:2]2[CH:29]=[CH:28][C:5]([C:6]([NH:8][C:9]3[S:13][C:12]([NH:14][C:15]4[C:24]5[C:19](=[CH:20][CH:21]=[CH:22][CH:23]=5)[N:18]=[CH:17][CH:16]=4)=[N:11][C:10]=3[C:25]([NH2:27])=[O:26])=[O:7])=[CH:4][CH:3]=2)[CH2:33][CH2:32]1, predict the reactants needed to synthesize it. The reactants are: F[C:2]1[CH:29]=[CH:28][C:5]([C:6]([NH:8][C:9]2[S:13][C:12]([NH:14][C:15]3[C:24]4[C:19](=[CH:20][CH:21]=[CH:22][CH:23]=4)[N:18]=[CH:17][CH:16]=3)=[N:11][C:10]=2[C:25]([NH2:27])=[O:26])=[O:7])=[CH:4][CH:3]=1.[CH3:30][N:31]1[CH2:36][CH2:35][NH:34][CH2:33][CH2:32]1. (5) Given the product [F:1][C:2]1[CH:16]=[CH:15][C:5]([O:6][C:7]2[CH:12]=[CH:11][C:10]([CH2:13][O:14][C:22]3[CH:33]=[C:26]4[N:27]([CH3:32])[C@H:28]([CH3:31])[CH2:29][CH2:30][N:25]4[C:24](=[O:34])[N:23]=3)=[CH:9][CH:8]=2)=[CH:4][C:3]=1[C:17]([F:18])([F:19])[F:20], predict the reactants needed to synthesize it. The reactants are: [F:1][C:2]1[CH:16]=[CH:15][C:5]([O:6][C:7]2[CH:12]=[CH:11][C:10]([CH2:13][OH:14])=[CH:9][CH:8]=2)=[CH:4][C:3]=1[C:17]([F:20])([F:19])[F:18].Cl[C:22]1[CH:33]=[C:26]2[N:27]([CH3:32])[C@H:28]([CH3:31])[CH2:29][CH2:30][N:25]2[C:24](=[O:34])[N:23]=1. (6) The reactants are: [C:1]([O:5][C:6](=[O:24])[NH:7][CH:8]1[CH2:13][CH2:12][N:11]([C:14]2[CH:19]=[C:18]([CH3:20])[CH:17]=[CH:16][C:15]=2[N+:21]([O-])=O)[CH2:10][CH2:9]1)([CH3:4])([CH3:3])[CH3:2].[H][H]. Given the product [C:1]([O:5][C:6](=[O:24])[NH:7][CH:8]1[CH2:9][CH2:10][N:11]([C:14]2[CH:19]=[C:18]([CH3:20])[CH:17]=[CH:16][C:15]=2[NH2:21])[CH2:12][CH2:13]1)([CH3:4])([CH3:2])[CH3:3], predict the reactants needed to synthesize it.